Predict the product of the given reaction. From a dataset of Forward reaction prediction with 1.9M reactions from USPTO patents (1976-2016). (1) Given the reactants [F:1][CH2:2][CH2:3][NH:4][C:5](=[O:11])[O:6][C:7]([CH3:10])([CH3:9])[CH3:8].[H-].[Na+].I[CH3:15], predict the reaction product. The product is: [F:1][CH2:2][CH2:3][N:4]([CH3:15])[C:5](=[O:11])[O:6][C:7]([CH3:8])([CH3:10])[CH3:9]. (2) Given the reactants [F:1][C:2]1[CH:39]=[CH:38][C:5]([C:6](/[N:8]=[C:9]2\[NH:10][C:11]3[CH:26]=[CH:25][C:24]([CH2:27][N:28]4[CH2:33][CH2:32][CH:31]([C:34]([OH:37])([CH3:36])[CH3:35])[CH2:30][CH2:29]4)=[CH:23][C:12]=3[N:13]\2[C@@H:14]2[CH2:19][CH2:18][C@H:17]([C:20]([OH:22])=[O:21])[CH2:16][CH2:15]2)=[O:7])=[CH:4][CH:3]=1.[CH:40]12[NH:47][CH:44]([CH2:45][CH2:46]1)[CH2:43][N:42]([C:48]([O:50][C:51]([CH3:54])([CH3:53])[CH3:52])=[O:49])[CH2:41]2, predict the reaction product. The product is: [F:1][C:2]1[CH:39]=[CH:38][C:5]([C:6](/[N:8]=[C:9]2\[NH:10][C:11]3[CH:26]=[CH:25][C:24]([CH2:27][N:28]4[CH2:33][CH2:32][CH:31]([C:34]([OH:37])([CH3:35])[CH3:36])[CH2:30][CH2:29]4)=[CH:23][C:12]=3[N:13]\2[C@@H:14]2[CH2:19][CH2:18][C@H:17]([C:20]([N:47]3[CH:40]4[CH2:46][CH2:45][CH:44]3[CH2:43][N:42]([C:48]([O:50][C:51]([CH3:54])([CH3:53])[CH3:52])=[O:49])[CH2:41]4)=[O:21])[CH2:16][CH2:15]2)=[O:7])=[CH:4][CH:3]=1.[F:1][C:2]1[CH:3]=[CH:4][C:5]([C:6](/[N:8]=[C:9]2\[NH:10][C:11]3[CH:26]=[CH:25][C:24]([CH2:27][N:28]4[CH2:29][CH2:30][CH:31]([C:34]([OH:37])([CH3:35])[CH3:36])[CH2:32][CH2:33]4)=[CH:23][C:12]=3[N:13]\2[C@H:14]2[CH2:19][CH2:18][C@@H:17]([C:20]([N:42]3[CH2:43][CH2:44][NH:47][CH2:40][CH2:41]3)=[O:22])[CH2:16][CH2:15]2)=[O:7])=[CH:38][CH:39]=1. (3) Given the reactants [CH3:1][O:2][C:3](=[O:12])[C:4]1[CH:9]=[CH:8][C:7]([OH:10])=[C:6]([NH2:11])[CH:5]=1.C([O-])([O-])=O.[K+].[K+].Br[CH2:20][CH2:21]Br, predict the reaction product. The product is: [CH3:1][O:2][C:3]([C:4]1[CH:9]=[CH:8][C:7]2[O:10][CH2:21][CH2:20][NH:11][C:6]=2[CH:5]=1)=[O:12]. (4) Given the reactants [O:1]=[S:2]1(=[O:23])[CH2:6][CH2:5][CH2:4][N:3]1[C:7]1[CH:15]=[C:14]([N:16]2[CH2:20][CH2:19][CH2:18][S:17]2(=[O:22])=[O:21])[CH:13]=[CH:12][C:8]=1[C:9](O)=[O:10].[CH:24]1([C:27]2[C:28]([N:34]3[CH2:39][CH2:38][NH:37][CH2:36][CH2:35]3)=[N:29][CH:30]=[C:31]([CH3:33])[CH:32]=2)[CH2:26][CH2:25]1.ON1C2C=CC=CC=2N=N1.Cl.C(N=C=NCCCN(C)C)C, predict the reaction product. The product is: [O:23]=[S:2]1(=[O:1])[CH2:6][CH2:5][CH2:4][N:3]1[C:7]1[CH:15]=[C:14]([N:16]2[CH2:20][CH2:19][CH2:18][S:17]2(=[O:21])=[O:22])[CH:13]=[CH:12][C:8]=1[C:9]([N:37]1[CH2:38][CH2:39][N:34]([C:28]2[C:27]([CH:24]3[CH2:25][CH2:26]3)=[CH:32][C:31]([CH3:33])=[CH:30][N:29]=2)[CH2:35][CH2:36]1)=[O:10]. (5) Given the reactants [F:1][C:2]1[CH:7]=[C:6]([CH3:8])[C:5]([S:9][CH2:10][C:11]([F:14])([F:13])[F:12])=[CH:4][C:3]=1[N:15]1[C:20](=[O:21])[C:19]2[CH:22]=[CH:23][CH:24]=[N:25][C:18]=2[N:17]=[C:16]1[CH3:26].ClC1C=CC=C(C(OO)=[O:35])C=1, predict the reaction product. The product is: [F:1][C:2]1[CH:7]=[C:6]([CH3:8])[C:5]([S:9]([CH2:10][C:11]([F:12])([F:13])[F:14])=[O:35])=[CH:4][C:3]=1[N:15]1[C:20](=[O:21])[C:19]2[CH:22]=[CH:23][CH:24]=[N:25][C:18]=2[N:17]=[C:16]1[CH3:26].